From a dataset of Buchwald-Hartwig C-N cross coupling reaction yields with 55,370 reactions. Predict the reaction yield, written as a fraction of the theoretical maximum amount of product (1.0 means a 100% yield; for example, 0.34 means a 34% yield). (1) The reactants are Brc1cccnc1.Cc1ccc(N)cc1.O=S(=O)(O[Pd]1c2ccccc2-c2ccccc2N~1)C(F)(F)F.CC(C)c1cc(C(C)C)c(-c2ccccc2P(C(C)(C)C)C(C)(C)C)c(C(C)C)c1.CCN=P(N=P(N(C)C)(N(C)C)N(C)C)(N(C)C)N(C)C.c1ccc(-c2ccno2)cc1. No catalyst specified. The product is Cc1ccc(Nc2cccnc2)cc1. The yield is 0.263. (2) The reactants are Clc1cccnc1.Cc1ccc(N)cc1.O=S(=O)(O[Pd]1c2ccccc2-c2ccccc2N~1)C(F)(F)F.COc1ccc(OC)c(P([C@]23C[C@H]4C[C@H](C[C@H](C4)C2)C3)[C@]23C[C@H]4C[C@H](C[C@H](C4)C2)C3)c1-c1c(C(C)C)cc(C(C)C)cc1C(C)C.CCN=P(N=P(N(C)C)(N(C)C)N(C)C)(N(C)C)N(C)C.Cc1cc(C)on1. No catalyst specified. The product is Cc1ccc(Nc2cccnc2)cc1. The yield is 0.0178. (3) The reactants are FC(F)(F)c1ccc(Cl)cc1.Cc1ccc(N)cc1.O=S(=O)(O[Pd]1c2ccccc2-c2ccccc2N~1)C(F)(F)F.CC(C)c1cc(C(C)C)c(-c2ccccc2P(C2CCCCC2)C2CCCCC2)c(C(C)C)c1.CCN=P(N=P(N(C)C)(N(C)C)N(C)C)(N(C)C)N(C)C.CCOC(=O)c1cnoc1. No catalyst specified. The product is Cc1ccc(Nc2ccc(C(F)(F)F)cc2)cc1. The yield is 0.00522. (4) The reactants are COc1ccc(Br)cc1.Cc1ccc(N)cc1.O=S(=O)(O[Pd]1c2ccccc2-c2ccccc2N~1)C(F)(F)F.COc1ccc(OC)c(P(C(C)(C)C)C(C)(C)C)c1-c1c(C(C)C)cc(C(C)C)cc1C(C)C.CCN=P(N=P(N(C)C)(N(C)C)N(C)C)(N(C)C)N(C)C.CCOC(=O)c1ccon1. No catalyst specified. The product is COc1ccc(Nc2ccc(C)cc2)cc1. The yield is 0. (5) The reactants are COc1ccc(Cl)cc1.Cc1ccc(N)cc1.O=S(=O)(O[Pd]1c2ccccc2-c2ccccc2N~1)C(F)(F)F.CC(C)c1cc(C(C)C)c(-c2ccccc2P(C(C)(C)C)C(C)(C)C)c(C(C)C)c1.CN1CCCN2CCCN=C12.COC(=O)c1ccno1. No catalyst specified. The product is COc1ccc(Nc2ccc(C)cc2)cc1. The yield is 0.0451. (6) The reactants are Brc1ccccn1.Cc1ccc(N)cc1.O=S(=O)(O[Pd]1c2ccccc2-c2ccccc2N~1)C(F)(F)F.COc1ccc(OC)c(P([C@]23C[C@H]4C[C@H](C[C@H](C4)C2)C3)[C@]23C[C@H]4C[C@H](C[C@H](C4)C2)C3)c1-c1c(C(C)C)cc(C(C)C)cc1C(C)C.CCN=P(N=P(N(C)C)(N(C)C)N(C)C)(N(C)C)N(C)C.Cc1ccon1. No catalyst specified. The product is Cc1ccc(Nc2ccccn2)cc1. The yield is 0.899.